From a dataset of Forward reaction prediction with 1.9M reactions from USPTO patents (1976-2016). Predict the product of the given reaction. (1) Given the reactants [CH3:1][C:2]1[O:3][CH:4]=[C:5]([C:7]([OH:9])=O)[N:6]=1.C[NH3+].F[P-](F)(F)(F)(F)F.[N:19]1(OC(N(C)C)=[N+](C)C)C2N=CC=CC=2N=N1.F[P-](F)(F)(F)(F)F.C1(N)CCCC1, predict the reaction product. The product is: [CH3:1][C:2]1[O:3][CH:4]=[C:5]([C:7]([NH2:19])=[O:9])[N:6]=1. (2) Given the reactants [Br:1][C:2]1[CH:7]=[CH:6][C:5]([NH:8][C:9]2[O:10][CH2:11][C:12](=[O:19])[C:13]=2[C:14]([O:16][CH2:17][CH3:18])=[O:15])=[CH:4][CH:3]=1.[NH:20]1[C:28]2[C:23](=[CH:24][CH:25]=[CH:26][N:27]=2)[C:22]([CH:29]=O)=[CH:21]1.N1CCCCC1, predict the reaction product. The product is: [NH:20]1[C:28]2=[N:27][CH:26]=[CH:25][CH:24]=[C:23]2[C:22]([CH:29]=[C:11]2[O:10][C:9]([NH:8][C:5]3[CH:4]=[CH:3][C:2]([Br:1])=[CH:7][CH:6]=3)=[C:13]([C:14]([O:16][CH2:17][CH3:18])=[O:15])[C:12]2=[O:19])=[CH:21]1.